From a dataset of Catalyst prediction with 721,799 reactions and 888 catalyst types from USPTO. Predict which catalyst facilitates the given reaction. (1) Reactant: Br[C:2]1[CH:3]=[N:4][C:5]2[CH2:6][CH2:7][N:8]([CH2:13][C:14]3[CH:19]=[CH:18][C:17]([O:20][CH3:21])=[CH:16][CH:15]=3)[C:9](=[O:12])[C:10]=2[CH:11]=1.[CH2:22]([OH:29])[C:23]1[CH:28]=[CH:27][CH:26]=[CH:25][CH:24]=1.N1C2C(=CC=C3C=2N=CC=C3)C=CC=1.C([O-])([O-])=O.[Cs+].[Cs+]. Product: [CH2:22]([O:29][C:2]1[CH:3]=[N:4][C:5]2[CH2:6][CH2:7][N:8]([CH2:13][C:14]3[CH:19]=[CH:18][C:17]([O:20][CH3:21])=[CH:16][CH:15]=3)[C:9](=[O:12])[C:10]=2[CH:11]=1)[C:23]1[CH:28]=[CH:27][CH:26]=[CH:25][CH:24]=1. The catalyst class is: 432. (2) Reactant: [NH2:1][C@H:2]1[CH2:7][CH2:6][C@H:5]([NH:8][C:9]2[CH:14]=[C:13]([C:15]3[CH:20]=[CH:19][CH:18]=[C:17]([NH:21][CH2:22][C:23]4[CH:28]=[C:27]([F:29])[CH:26]=[C:25]([F:30])[CH:24]=4)[N:16]=3)[C:12]([Cl:31])=[CH:11][N:10]=2)[CH2:4][CH2:3]1.C([O-])([O-])=O.[K+].[K+].CS(C)=O.Br[CH2:43][CH2:44][CH2:45][CH2:46]Br. Product: [Cl:31][C:12]1[C:13]([C:15]2[CH:20]=[CH:19][CH:18]=[C:17]([NH:21][CH2:22][C:23]3[CH:24]=[C:25]([F:30])[CH:26]=[C:27]([F:29])[CH:28]=3)[N:16]=2)=[CH:14][C:9]([NH:8][C@H:5]2[CH2:6][CH2:7][C@H:2]([N:1]3[CH2:46][CH2:45][CH2:44][CH2:43]3)[CH2:3][CH2:4]2)=[N:10][CH:11]=1. The catalyst class is: 2. (3) Reactant: [N:1]1([CH2:7][CH2:8][CH2:9][O:10][C:11]2[CH:16]=[CH:15][C:14]([N:17]3[CH2:22][CH2:21][NH:20][CH2:19][CH2:18]3)=[CH:13][CH:12]=2)[CH2:6][CH2:5][CH2:4][CH2:3][CH2:2]1.[C:23](Cl)(Cl)=[O:24].C1(C)C=CC=CC=1.C(N(CC)CC)C.[CH:41]1([NH2:44])[CH2:43][CH2:42]1. Product: [CH:41]1([NH:44][C:23]([N:20]2[CH2:19][CH2:18][N:17]([C:14]3[CH:15]=[CH:16][C:11]([O:10][CH2:9][CH2:8][CH2:7][N:1]4[CH2:6][CH2:5][CH2:4][CH2:3][CH2:2]4)=[CH:12][CH:13]=3)[CH2:22][CH2:21]2)=[O:24])[CH2:43][CH2:42]1. The catalyst class is: 4. (4) Reactant: Cl.[Cl:2][C:3]1[CH:8]=[CH:7][C:6]([CH:9]2[CH:13]([C:14]3[CH:19]=[CH:18][C:17]([Cl:20])=[CH:16][CH:15]=3)[N:12]([C:21]([N:23]3[CH2:28][CH2:27][N:26]([CH2:29]CC#N)[CH2:25][CH2:24]3)=[O:22])[C:11]([C:33]3[CH:38]=[CH:37][C:36]([C:39]([F:42])([F:41])[F:40])=[CH:35][C:34]=3[O:43][CH2:44][CH3:45])=[N:10]2)=[CH:5][CH:4]=1.C(Cl)(Cl)=[O:47].[NH:50]1[CH2:55][CH2:54][NH:53][CH2:52][C:51]1=[O:56].C(N(C(C)C)CC)(C)C. Product: [Cl:2][C:3]1[CH:8]=[CH:7][C:6]([CH:9]2[CH:13]([C:14]3[CH:15]=[CH:16][C:17]([Cl:20])=[CH:18][CH:19]=3)[N:12]([C:21]([N:23]3[CH2:28][CH2:27][N:26]([C:29]([N:53]4[CH2:54][CH2:55][NH:50][C:51](=[O:56])[CH2:52]4)=[O:47])[CH2:25][CH2:24]3)=[O:22])[C:11]([C:33]3[CH:38]=[CH:37][C:36]([C:39]([F:42])([F:40])[F:41])=[CH:35][C:34]=3[O:43][CH2:44][CH3:45])=[N:10]2)=[CH:5][CH:4]=1. The catalyst class is: 2. (5) Reactant: [OH-:1].[K+].[NH:3]1[C:11]2[C:6](=[CH:7][CH:8]=[CH:9][CH:10]=2)[C:5]([CH2:12][C:13](=[O:17])[C:14]([OH:16])=[O:15])=[CH:4]1.[C:18]([OH:26])(=[O:25])[CH2:19][C:20](C(O)=O)=O.Cl.[NH2:28]O.[OH-].[Na+].Cl. Product: [OH:17][C:13]([CH2:12][C:5]1[C:6]2[C:11](=[CH:10][CH:9]=[CH:8][CH:7]=2)[NH:3][CH:4]=1)([C:14]([OH:16])=[O:15])[CH2:20][C:19](=[N:28][OH:1])[C:18]([OH:26])=[O:25]. The catalyst class is: 6. (6) Reactant: [F:1][C:2]1([F:35])[O:6][C:5]2[CH:7]=[CH:8][C:9]([C:11]3([C:14]([NH:16][C:17]4[N:22]=[C:21]([C:23]5[CH:24]=[N:25][C:26]([O:32][CH3:33])=[C:27]([N+:29]([O-])=O)[CH:28]=5)[C:20]([CH3:34])=[CH:19][CH:18]=4)=[O:15])[CH2:13][CH2:12]3)=[CH:10][C:4]=2[O:3]1.[H][H]. Product: [NH2:29][C:27]1[CH:28]=[C:23]([C:21]2[C:20]([CH3:34])=[CH:19][CH:18]=[C:17]([NH:16][C:14]([C:11]3([C:9]4[CH:8]=[CH:7][C:5]5[O:6][C:2]([F:1])([F:35])[O:3][C:4]=5[CH:10]=4)[CH2:12][CH2:13]3)=[O:15])[N:22]=2)[CH:24]=[N:25][C:26]=1[O:32][CH3:33]. The catalyst class is: 19. (7) Reactant: Cl[C:2]1[CH:7]=[CH:6][CH:5]=[CH:4][CH:3]=1.[C:8]1([NH:14][CH2:15][CH2:16][CH2:17][CH2:18][NH2:19])[CH:13]=[CH:12][CH:11]=[CH:10][CH:9]=1.CC([O-])(C)C.[Na+]. Product: [C:2]1([NH:19][CH2:18][CH2:17][CH2:16][CH2:15][NH:14][C:8]2[CH:13]=[CH:12][CH:11]=[CH:10][CH:9]=2)[CH:7]=[CH:6][CH:5]=[CH:4][CH:3]=1. The catalyst class is: 12. (8) Reactant: [NH2:1][C:2]1[CH:7]=[CH:6][C:5]([C:8]2[NH:13][C:12](=[O:14])[N:11]=[C:10]([C:15]3[CH:20]=[CH:19][C:18]([OH:21])=[C:17]([CH3:22])[CH:16]=3)[CH:9]=2)=[C:4]([CH3:23])[CH:3]=1.ClCCCl.C([N:35]1[CH2:40][CH2:39][CH:38]([CH:41]=O)[CH2:37][CH2:36]1)(OC(C)(C)C)=O.C(O[BH-](OC(=O)C)OC(=O)C)(=O)C.[Na+]. Product: [OH:21][C:18]1[CH:19]=[CH:20][C:15]([C:10]2[CH:9]=[C:8]([C:5]3[CH:6]=[CH:7][C:2]([NH:1][CH2:41][CH:38]4[CH2:39][CH2:40][NH:35][CH2:36][CH2:37]4)=[CH:3][C:4]=3[CH3:23])[NH:13][C:12](=[O:14])[N:11]=2)=[CH:16][C:17]=1[CH3:22]. The catalyst class is: 15. (9) Product: [CH3:1][C:2]1([CH3:10])[O:6][C@:5]([CH3:9])([CH:7]=[N:12][OH:13])[CH2:4][O:3]1. The catalyst class is: 72. Reactant: [CH3:1][C:2]1([CH3:10])[O:6][C@:5]([CH3:9])([CH:7]=O)[CH2:4][O:3]1.Cl.[NH2:12][OH:13].C([O-])([O-])=O.[Na+].[Na+]. (10) Reactant: C(NC(C)C)(C)C.[Li]CCCC.[CH3:13][C:14]1[CH:19]=[CH:18][N:17]=[CH:16][CH:15]=1.[C:20](#N)[C:21]1[CH:26]=[CH:25][CH:24]=[CH:23][CH:22]=1.Br.C1C[O:32]CC1. Product: [C:21]1([C:20](=[O:32])[CH2:13][C:14]2[CH:19]=[CH:18][N:17]=[CH:16][CH:15]=2)[CH:26]=[CH:25][CH:24]=[CH:23][CH:22]=1. The catalyst class is: 805.